From a dataset of Forward reaction prediction with 1.9M reactions from USPTO patents (1976-2016). Predict the product of the given reaction. (1) The product is: [CH3:35][C:36]1[CH:37]=[C:38]([NH:43][C:44](=[O:74])[NH:45][C:46]2[CH:51]=[CH:50][C:49]([C:52]3[CH:60]=[C:59]4[C:55]([CH2:56][N:57]([C@@H:62]([CH:67]([CH3:69])[CH3:68])[C:63]([OH:65])=[O:64])[C:58]4=[O:61])=[CH:54][CH:53]=3)=[C:48]([C:70]([F:73])([F:71])[F:72])[CH:47]=2)[CH:39]=[CH:40][C:41]=1[CH3:42]. Given the reactants ClC1C=CC=CC=1NC(=O)NC1C=CC(C2C=C3C(CN([C@@H](C(C)C)C(O)=O)C3=O)=CC=2)=NC=1.[CH3:35][C:36]1[CH:37]=[C:38]([NH:43][C:44](=[O:74])[NH:45][C:46]2[CH:51]=[CH:50][C:49]([C:52]3[CH:60]=[C:59]4[C:55]([CH2:56][N:57]([C@@H:62]([CH:67]([CH3:69])[CH3:68])[C:63]([O:65]C)=[O:64])[C:58]4=[O:61])=[CH:54][CH:53]=3)=[C:48]([C:70]([F:73])([F:72])[F:71])[CH:47]=2)[CH:39]=[CH:40][C:41]=1[CH3:42], predict the reaction product. (2) Given the reactants [OH:1][C:2]1[C:3]([C:18](=[N:20][NH:21][C:22]([C:24]2[S:28][C:27]([C:29]([O:31]C)=[O:30])=[CH:26][CH:25]=2)=[O:23])[CH3:19])=[N:4][N:5]([CH3:17])[C:6]=1[C:7]1[CH:12]=[CH:11][C:10]([C:13]([F:16])([F:15])[F:14])=[CH:9][CH:8]=1.[OH-].[Na+], predict the reaction product. The product is: [OH:1][C:2]1[C:3]([C:18](=[N:20][NH:21][C:22]([C:24]2[S:28][C:27]([C:29]([OH:31])=[O:30])=[CH:26][CH:25]=2)=[O:23])[CH3:19])=[N:4][N:5]([CH3:17])[C:6]=1[C:7]1[CH:8]=[CH:9][C:10]([C:13]([F:16])([F:14])[F:15])=[CH:11][CH:12]=1. (3) Given the reactants Cl.[CH:2]([NH2:4])=[NH:3].CC[O-].[Na+].O=[C:10]1[CH2:14][S:13][CH2:12][CH:11]1[C:15](OCC)=[O:16], predict the reaction product. The product is: [N:3]1[C:10]2[CH2:14][S:13][CH2:12][C:11]=2[C:15]([OH:16])=[N:4][CH:2]=1. (4) Given the reactants [NH2:1][C:2]1[N:23]=[C:22](Cl)[CH:21]=[CH:20][C:3]=1[C:4]([NH:6][CH2:7][C:8]1[S:9][C:10]([O:13][C:14]2[CH:19]=[CH:18][CH:17]=[CH:16][CH:15]=2)=[CH:11][CH:12]=1)=[O:5].C1C=CC(CC(NCN[C@H](C(O)=O)CC2C=CC([N+]([O-])=O)=CC=2)=O)=CC=1.[CH2:51]([O:53][CH2:54][CH2:55][NH2:56])[CH3:52], predict the reaction product. The product is: [NH2:1][C:2]1[N:23]=[C:22]([NH:56][CH2:55][CH2:54][O:53][CH2:51][CH3:52])[CH:21]=[CH:20][C:3]=1[C:4]([NH:6][CH2:7][C:8]1[S:9][C:10]([O:13][C:14]2[CH:19]=[CH:18][CH:17]=[CH:16][CH:15]=2)=[CH:11][CH:12]=1)=[O:5]. (5) The product is: [CH2:1]([O:3][C:4]([C:6]1[C:7]([CH3:21])=[N:8][C:9]([N:15]2[CH2:16][CH2:17][O:18][CH2:19][CH2:20]2)=[CH:10][C:11]=1[CH2:12][CH2:13][CH3:14])=[O:5])[CH3:2]. Given the reactants [CH2:1]([O:3][C:4]([C:6]1[C:7]([CH3:21])=[N:8][C:9]([N:15]2[CH2:20][CH2:19][O:18][CH2:17][CH2:16]2)=[CH:10][C:11]=1/[CH:12]=[CH:13]/[CH3:14])=[O:5])[CH3:2], predict the reaction product. (6) Given the reactants [CH3:1][O:2][C:3]([CH:5]1[CH2:9][CH:8]([OH:10])[CH2:7][N:6]1[C:11]([O:13][C:14]([CH3:17])([CH3:16])[CH3:15])=[O:12])=[O:4].C(N(CC)CC)C.[CH3:25][S:26](Cl)(=[O:28])=[O:27].Cl, predict the reaction product. The product is: [CH3:1][O:2][C:3]([CH:5]1[CH2:9][CH:8]([O:10][S:26]([CH3:25])(=[O:28])=[O:27])[CH2:7][N:6]1[C:11]([O:13][C:14]([CH3:17])([CH3:16])[CH3:15])=[O:12])=[O:4].